From a dataset of Human liver microsome stability data. Regression/Classification. Given a drug SMILES string, predict its absorption, distribution, metabolism, or excretion properties. Task type varies by dataset: regression for continuous measurements (e.g., permeability, clearance, half-life) or binary classification for categorical outcomes (e.g., BBB penetration, CYP inhibition). Dataset: hlm. The molecule is CC(=O)O[C@@]12CO[C@@H]1C[C@H](O)[C@@]1(C)C(=O)[C@H](O)C3=C(C)[C@@H](OC(=O)[C@H](O)[C@@H](NC(=O)OC(C)(C)CF)c4ccc(F)cc4)C[C@@](O)([C@@H](CC(=O)c4ccccc4)[C@H]21)C3(C)C. The result is 0 (unstable in human liver microsomes).